Dataset: Forward reaction prediction with 1.9M reactions from USPTO patents (1976-2016). Task: Predict the product of the given reaction. (1) Given the reactants Br[C:2]1[CH:3]=[C:4]([C:16]([F:19])([F:18])[F:17])[C:5]2[N:6]([C:8]([Cl:15])=[C:9]([C:11]([O:13][CH3:14])=[O:12])[N:10]=2)[CH:7]=1.[N:20]1[CH:25]=[CH:24][CH:23]=[C:22](B(O)O)[CH:21]=1.[O-]P([O-])([O-])=O.[K+].[K+].[K+], predict the reaction product. The product is: [Cl:15][C:8]1[N:6]2[CH:7]=[C:2]([C:22]3[CH:21]=[N:20][CH:25]=[CH:24][CH:23]=3)[CH:3]=[C:4]([C:16]([F:19])([F:18])[F:17])[C:5]2=[N:10][C:9]=1[C:11]([O:13][CH3:14])=[O:12]. (2) Given the reactants [NH:1]1[C:9]2[C:4](=[CH:5][CH:6]=[CH:7][C:8]=2[CH2:10][CH2:11][C:12]2[CH:21]=[CH:20][C:15]([C:16]([O:18][CH3:19])=[O:17])=[CH:14][CH:13]=2)[CH2:3][CH2:2]1.BrC1C=CC=C2C=1CNC2.C(C1C=CC(C(OC)=O)=CC=1)=C, predict the reaction product. The product is: [CH2:9]1[C:4]2[C:3](=[C:8]([CH2:10][CH2:11][C:12]3[CH:13]=[CH:14][C:15]([C:16]([O:18][CH3:19])=[O:17])=[CH:20][CH:21]=3)[CH:7]=[CH:6][CH:5]=2)[CH2:2][NH:1]1. (3) Given the reactants C[O:2][C:3]([C:5]1[C:6]([C:24]2[CH:29]=[CH:28][C:27]([C:30](O)=[O:31])=[CH:26][CH:25]=2)=[CH:7][CH:8]=[C:9]([C:11]2[S:12][CH:13]=[C:14]([C:16]3[CH:21]=[CH:20][C:19]([Cl:22])=[C:18]([Cl:23])[CH:17]=3)[N:15]=2)[CH:10]=1)=[O:4].[NH2:33][CH2:34][CH2:35][N:36]1[CH2:41][CH2:40][O:39][CH2:38][CH2:37]1, predict the reaction product. The product is: [Cl:23][C:18]1[CH:17]=[C:16]([C:14]2[N:15]=[C:11]([C:9]3[CH:10]=[C:5]([C:3]([OH:4])=[O:2])[C:6]([C:24]4[CH:29]=[CH:28][C:27]([C:30](=[O:31])[NH:33][CH2:34][CH2:35][N:36]5[CH2:41][CH2:40][O:39][CH2:38][CH2:37]5)=[CH:26][CH:25]=4)=[CH:7][CH:8]=3)[S:12][CH:13]=2)[CH:21]=[CH:20][C:19]=1[Cl:22]. (4) Given the reactants [F:1][C:2]1[CH:3]=[C:4]2[C:9](=[CH:10][CH:11]=1)[N:8]=[C:7]([NH:12][C:13](=[O:17])OCC)[C:6]([O:18][CH3:19])=[N:5]2.[Cl:20][C:21]1[CH:26]=[CH:25][CH:24]=[CH:23][C:22]=1[N:27]1[CH2:32][CH2:31][NH:30][CH2:29][CH2:28]1, predict the reaction product. The product is: [F:1][C:2]1[CH:3]=[C:4]2[C:9](=[CH:10][CH:11]=1)[N:8]=[C:7]([NH:12][C:13]([N:30]1[CH2:29][CH2:28][N:27]([C:22]3[CH:23]=[CH:24][CH:25]=[CH:26][C:21]=3[Cl:20])[CH2:32][CH2:31]1)=[O:17])[C:6]([O:18][CH3:19])=[N:5]2.